Dataset: Forward reaction prediction with 1.9M reactions from USPTO patents (1976-2016). Task: Predict the product of the given reaction. Given the reactants [NH2:1][C:2]1[CH:15]=[CH:14][C:5]([C:6]([NH:8][CH2:9][CH2:10][N:11]([CH3:13])[CH3:12])=[O:7])=[CH:4][CH:3]=1.[OH:16][C:17]1[CH:22]=[CH:21][C:20]([C:23]2[N:28]=[C:27](C3C=CC(C(O)=O)=CC=3)[CH:26]=[N:25][CH:24]=2)=[CH:19][CH:18]=1.C(N(CC)CC)C.C1C=CC2N(O)N=NC=2C=1.C(Cl)CCl, predict the reaction product. The product is: [CH3:13][N:11]([CH3:12])[CH2:10][CH2:9][NH:8][C:6](=[O:7])[C:5]1[CH:14]=[CH:15][C:2]([NH:1][C:27]2[CH:26]=[N:25][CH:24]=[C:23]([C:20]3[CH:21]=[CH:22][C:17]([OH:16])=[CH:18][CH:19]=3)[N:28]=2)=[CH:3][CH:4]=1.